From a dataset of Full USPTO retrosynthesis dataset with 1.9M reactions from patents (1976-2016). Predict the reactants needed to synthesize the given product. (1) Given the product [F:26][C:27]1[CH:32]=[C:31]([O:1][CH2:2][C:3]2[CH:4]=[C:5]([C:9]3[C:10]([CH3:25])=[CH:11][C:12]([O:16][CH2:17][C:18]4([OH:24])[CH2:23][CH2:22][S:21][CH2:20][CH2:19]4)=[CH:13][C:14]=3[CH3:15])[CH:6]=[CH:7][CH:8]=2)[CH:30]=[CH:29][C:28]=1[CH2:34][CH2:35][C:36]([O:38][CH2:39][CH3:40])=[O:37], predict the reactants needed to synthesize it. The reactants are: [OH:1][CH2:2][C:3]1[CH:4]=[C:5]([C:9]2[C:14]([CH3:15])=[CH:13][C:12]([O:16][CH2:17][C:18]3([OH:24])[CH2:23][CH2:22][S:21][CH2:20][CH2:19]3)=[CH:11][C:10]=2[CH3:25])[CH:6]=[CH:7][CH:8]=1.[F:26][C:27]1[CH:32]=[C:31](O)[CH:30]=[CH:29][C:28]=1[CH2:34][CH2:35][C:36]([O:38][CH2:39][CH3:40])=[O:37].C(P(CCCC)CCCC)CCC.N(C(N1CCCCC1)=O)=NC(N1CCCCC1)=O. (2) Given the product [C:48]([CH:35]1[CH2:34][NH:33][CH:32]2[CH2:31][O:30][C:28]3[CH:29]=[C:24]([S:23][C:4]4[CH:5]=[C:6]([O:8][CH:9]([CH3:11])[CH3:10])[CH:7]=[C:2]([F:1])[CH:3]=4)[CH:25]=[CH:26][C:27]=3[CH:36]12)([CH3:49])([CH3:57])[CH3:47], predict the reactants needed to synthesize it. The reactants are: [F:1][C:2]1[CH:3]=[C:4](I)[CH:5]=[C:6]([O:8][CH:9]([CH3:11])[CH3:10])[CH:7]=1.CC([Si]([S:23][C:24]1[CH:25]=[CH:26][C:27]2[CH:36]3[CH:32]([N:33](C(OC(C)(C)C)=O)[CH2:34][CH2:35]3)[CH2:31][O:30][C:28]=2[CH:29]=1)(C(C)C)C(C)C)C.CC1C=[CH:47][C:48]2[CH:49]=[CH:47][C:48]3[CH:57]=CC(C)=N[C:49]=3[C:57]=2N=1.[F-].[Cs+].